Dataset: Full USPTO retrosynthesis dataset with 1.9M reactions from patents (1976-2016). Task: Predict the reactants needed to synthesize the given product. (1) Given the product [CH2:26]([N:33]([CH2:34][CH2:35][C:36]#[N:37])[C:23](=[O:25])[CH2:22][N:14]([S:11]([C:8]1[CH:7]=[CH:6][C:5]([C:1]([CH3:2])([CH3:4])[CH3:3])=[CH:10][CH:9]=1)(=[O:13])=[O:12])[C:15]1[CH:20]=[CH:19][C:18]([CH3:21])=[CH:17][CH:16]=1)[C:27]1[CH:32]=[CH:31][CH:30]=[CH:29][CH:28]=1, predict the reactants needed to synthesize it. The reactants are: [C:1]([C:5]1[CH:10]=[CH:9][C:8]([S:11]([N:14]([CH2:22][C:23]([OH:25])=O)[C:15]2[CH:20]=[CH:19][C:18]([CH3:21])=[CH:17][CH:16]=2)(=[O:13])=[O:12])=[CH:7][CH:6]=1)([CH3:4])([CH3:3])[CH3:2].[CH2:26]([NH:33][CH2:34][CH2:35][C:36]#[N:37])[C:27]1[CH:32]=[CH:31][CH:30]=[CH:29][CH:28]=1. (2) Given the product [CH3:33][O:29][C:26](=[O:28])[C:2]1[CH:7]=[CH:6][C:5]([C:8]2[CH2:12][C:11]([C:17]3[CH:22]=[C:21]([Cl:23])[CH:20]=[C:19]([Cl:24])[CH:18]=3)([C:13]([F:14])([F:15])[F:16])[O:10][N:9]=2)=[CH:4][C:3]=1[Cl:25], predict the reactants needed to synthesize it. The reactants are: Br[C:2]1[CH:7]=[CH:6][C:5]([C:8]2[CH2:12][C:11]([C:17]3[CH:22]=[C:21]([Cl:23])[CH:20]=[C:19]([Cl:24])[CH:18]=3)([C:13]([F:16])([F:15])[F:14])[O:10][N:9]=2)=[CH:4][C:3]=1[Cl:25].[C:26]([O-:29])(=[O:28])C.[Na+].[C]=O.[CH3:33]O. (3) Given the product [ClH:1].[NH2:8][CH2:9][C:10]1[CH:11]=[CH:12][C:13]([CH2:16][O:17][C:18]2[CH:23]=[CH:22][C:21]([C:24](=[O:29])[CH2:25][CH:26]([CH3:28])[CH3:27])=[C:20]([OH:30])[C:19]=2[C:31]([F:32])([F:33])[F:34])=[CH:14][CH:15]=1, predict the reactants needed to synthesize it. The reactants are: [ClH:1].C(OC(=O)[NH:8][CH2:9][C:10]1[CH:15]=[CH:14][C:13]([CH2:16][O:17][C:18]2[CH:23]=[CH:22][C:21]([C:24](=[O:29])[CH2:25][CH:26]([CH3:28])[CH3:27])=[C:20]([OH:30])[C:19]=2[C:31]([F:34])([F:33])[F:32])=[CH:12][CH:11]=1)(C)(C)C. (4) The reactants are: [NH2:1][C@@H:2]([CH2:5][CH3:6])[CH2:3][OH:4].C(N([CH2:12][CH3:13])CC)C.C(Cl)Cl.[C:17]1(C)[CH:22]=[CH:21][C:20]([S:23](Cl)(=[O:25])=[O:24])=[CH:19][CH:18]=1. Given the product [OH:4][CH2:3][C@@H:2]([NH:1][S:23]([C:20]1[CH:21]=[CH:22][C:17]([CH2:12][CH3:13])=[CH:18][CH:19]=1)(=[O:25])=[O:24])[CH2:5][CH3:6], predict the reactants needed to synthesize it. (5) Given the product [ClH:40].[CH3:1][N:2]1[C:10]2[CH:9]=[C:8]([N:11]3[CH:16]=[CH:15][C:14]([C:17]4[N:18]=[N:19][C:20]([C:23]([F:26])([F:24])[F:25])=[CH:21][CH:22]=4)=[CH:13][C:12]3=[O:27])[CH:7]=[CH:6][C:5]=2[C:4]2[CH2:28][NH:29][CH2:30][CH2:31][CH2:32][C:3]1=2, predict the reactants needed to synthesize it. The reactants are: [CH3:1][N:2]1[C:10]2[CH:9]=[C:8]([N:11]3[CH:16]=[CH:15][C:14]([C:17]4[N:18]=[N:19][C:20]([C:23]([F:26])([F:25])[F:24])=[CH:21][CH:22]=4)=[CH:13][C:12]3=[O:27])[CH:7]=[CH:6][C:5]=2[C:4]2[CH2:28][N:29](C(OC(C)(C)C)=O)[CH2:30][CH2:31][CH2:32][C:3]1=2.[ClH:40]. (6) Given the product [OH:8][C:9]1[CH:10]=[C:11]([CH:26]=[CH:27][CH:28]=1)[O:12][CH:13]1[CH2:18][CH2:17][N:16]([C:19]([O:21][C:22]([CH3:25])([CH3:23])[CH3:24])=[O:20])[CH2:15][CH2:14]1, predict the reactants needed to synthesize it. The reactants are: C([O:8][C:9]1[CH:10]=[C:11]([CH:26]=[CH:27][CH:28]=1)[O:12][CH:13]1[CH2:18][CH2:17][N:16]([C:19]([O:21][C:22]([CH3:25])([CH3:24])[CH3:23])=[O:20])[CH2:15][CH2:14]1)C1C=CC=CC=1. (7) Given the product [CH2:9]([O:11][C:12]([NH:14][C:15]([NH:8][C:5]1[CH:4]=[CH:3][C:2]([Br:1])=[CH:7][N:6]=1)=[S:16])=[O:13])[CH3:10], predict the reactants needed to synthesize it. The reactants are: [Br:1][C:2]1[CH:3]=[CH:4][C:5]([NH2:8])=[N:6][CH:7]=1.[CH2:9]([O:11][C:12]([N:14]=[C:15]=[S:16])=[O:13])[CH3:10]. (8) Given the product [F:1][C:2]1[CH:3]=[C:4]([CH:10]2[CH2:12][CH:11]2[C:13]([Cl:18])=[O:15])[CH:5]=[CH:6][C:7]=1[O:8][CH3:9], predict the reactants needed to synthesize it. The reactants are: [F:1][C:2]1[CH:3]=[C:4]([CH:10]2[CH2:12][CH:11]2[C:13]([OH:15])=O)[CH:5]=[CH:6][C:7]=1[O:8][CH3:9].O=S(Cl)[Cl:18].